Dataset: Forward reaction prediction with 1.9M reactions from USPTO patents (1976-2016). Task: Predict the product of the given reaction. (1) Given the reactants [NH:1]1[CH2:9][CH2:8][CH:4]([C:5]([NH2:7])=[O:6])[CH2:3][CH2:2]1.Br[CH2:11][CH2:12][CH2:13][CH2:14][CH2:15][CH2:16][CH2:17][CH2:18][CH2:19][CH2:20][CH2:21][CH2:22][OH:23], predict the reaction product. The product is: [OH:23][CH2:22][CH2:21][CH2:20][CH2:19][CH2:18][CH2:17][CH2:16][CH2:15][CH2:14][CH2:13][CH2:12][CH2:11][N:1]1[CH2:9][CH2:8][CH:4]([C:5]([NH2:7])=[O:6])[CH2:3][CH2:2]1. (2) Given the reactants [OH:1][CH2:2][C:3]([NH:24]C(=O)C)([CH2:22][OH:23])[CH:4]1[CH2:13][CH2:12][C:11]2[C:6](=[CH:7][CH:8]=[C:9]([CH2:14][CH2:15][CH2:16][CH2:17][CH2:18][CH2:19][CH2:20][CH3:21])[CH:10]=2)[CH2:5]1.[Li+].[OH-], predict the reaction product. The product is: [NH2:24][C:3]([CH:4]1[CH2:13][CH2:12][C:11]2[C:6](=[CH:7][CH:8]=[C:9]([CH2:14][CH2:15][CH2:16][CH2:17][CH2:18][CH2:19][CH2:20][CH3:21])[CH:10]=2)[CH2:5]1)([CH2:22][OH:23])[CH2:2][OH:1]. (3) Given the reactants [CH3:1][O:2][C:3]1[CH:19]=[CH:18][C:6]([CH2:7][NH:8][CH2:9][C:10]2[CH:15]=[CH:14][C:13]([O:16][CH3:17])=[CH:12][CH:11]=2)=[CH:5][CH:4]=1.[Cl:20][C:21]1[C:26]([C:27]([F:30])([F:29])[F:28])=[CH:25][CH:24]=[C:23](Cl)[N:22]=1.C(N(CC)CC)C, predict the reaction product. The product is: [CH3:17][O:16][C:13]1[CH:14]=[CH:15][C:10]([CH2:9][N:8]([C:23]2[CH:24]=[CH:25][C:26]([C:27]([F:29])([F:30])[F:28])=[C:21]([Cl:20])[N:22]=2)[CH2:7][C:6]2[CH:5]=[CH:4][C:3]([O:2][CH3:1])=[CH:19][CH:18]=2)=[CH:11][CH:12]=1. (4) Given the reactants [NH:1]([C:28]([O:30][C:31]([CH3:34])([CH3:33])[CH3:32])=[O:29])[C@@H:2]([C:10]([NH:12][C@H:13]([C:24]([O:26]C)=[O:25])[CH2:14][CH2:15][CH2:16][NH:17][C:18](=[NH:23])[NH:19][N+:20]([O-:22])=[O:21])=[O:11])[CH2:3][C:4]1[CH:9]=[CH:8][CH:7]=[CH:6][CH:5]=1.[Li+].[OH-], predict the reaction product. The product is: [NH:1]([C:28]([O:30][C:31]([CH3:34])([CH3:33])[CH3:32])=[O:29])[C@@H:2]([C:10]([NH:12][C@H:13]([C:24]([OH:26])=[O:25])[CH2:14][CH2:15][CH2:16][NH:17][C:18](=[NH:23])[NH:19][N+:20]([O-:22])=[O:21])=[O:11])[CH2:3][C:4]1[CH:9]=[CH:8][CH:7]=[CH:6][CH:5]=1. (5) Given the reactants C(OC(=O)N[C@@H]1[C@H](N[C:15]2[N:16]=[CH:17][C:18]3[S:23][CH:22]=[C:21]([C:24](=[O:34])[NH:25][C:26]4[CH:31]=[CH:30][C:29]([CH3:32])=[C:28]([CH3:33])[N:27]=4)[C:19]=3[N:20]=2)CCOC1)(C)(C)C, predict the reaction product. The product is: [CH3:32][C:29]1[CH:30]=[CH:31][C:26]([NH:25][C:24]([C:21]2[C:19]3[N:20]=[CH:15][N:16]=[CH:17][C:18]=3[S:23][CH:22]=2)=[O:34])=[N:27][C:28]=1[CH3:33]. (6) Given the reactants C(OC(=O)[NH:7][C@H:8]([C:10]1[CH:15]=[CH:14][CH:13]=[C:12]([CH:16]=[N:17][OH:18])[CH:11]=1)[CH3:9])(C)(C)C.[CH3:20][N:21]([CH3:25])[CH2:22][C:23]#[CH:24], predict the reaction product. The product is: [CH3:20][N:21]([CH2:22][C:23]1[O:18][N:17]=[C:16]([C:12]2[CH:11]=[C:10]([C@@H:8]([NH2:7])[CH3:9])[CH:15]=[CH:14][CH:13]=2)[CH:24]=1)[CH3:25]. (7) Given the reactants [NH:1]1[CH2:6][CH2:5][CH:4]([C:7]2[CH:8]=[C:9]3[C:13](=[CH:14][CH:15]=2)[NH:12][C:11](=[O:16])[CH2:10]3)[CH2:3][CH2:2]1.Cl[C:18]1[N:23]=[CH:22][CH:21]=[CH:20][N:19]=1.CCN(C(C)C)C(C)C, predict the reaction product. The product is: [N:19]1[CH:20]=[CH:21][CH:22]=[N:23][C:18]=1[N:1]1[CH2:2][CH2:3][CH:4]([C:7]2[CH:8]=[C:9]3[C:13](=[CH:14][CH:15]=2)[NH:12][C:11](=[O:16])[CH2:10]3)[CH2:5][CH2:6]1. (8) Given the reactants Cl.Cl.C([O:11][CH2:12][CH2:13][O:14][CH2:15][CH2:16][N:17]1[C:25]2[C:24]([NH:26][C:27]3[CH:32]=[CH:31][C:30]([O:33][C:34]4[CH:39]=[CH:38][CH:37]=[C:36]([NH2:40])[CH:35]=4)=[C:29]([Cl:41])[CH:28]=3)=[N:23][CH:22]=[N:21][C:20]=2[CH:19]=[CH:18]1)(=O)C1C=CC=CC=1.[F:42][C:43]([F:51])([F:50])[C:44]1([C:47](O)=[O:48])[CH2:46][CH2:45]1.Cl.C(N=C=NCCCN(C)C)C.ON1C2C=CC=CC=2N=N1.[OH-].[Na+], predict the reaction product. The product is: [Cl:41][C:29]1[CH:28]=[C:27]([NH:26][C:24]2[C:25]3[N:17]([CH2:16][CH2:15][O:14][CH2:13][CH2:12][OH:11])[CH:18]=[CH:19][C:20]=3[N:21]=[CH:22][N:23]=2)[CH:32]=[CH:31][C:30]=1[O:33][C:34]1[CH:35]=[C:36]([NH:40][C:47]([C:44]2([C:43]([F:51])([F:50])[F:42])[CH2:46][CH2:45]2)=[O:48])[CH:37]=[CH:38][CH:39]=1. (9) Given the reactants [CH3:1][C:2]([CH3:20])([CH3:19])[CH2:3][CH2:4][NH:5][CH:6]1[CH2:11][CH2:10][N:9]([C:12]([O:14][C:15]([CH3:18])([CH3:17])[CH3:16])=[O:13])[CH2:8][CH2:7]1.[Br:21][C:22]1[CH:29]=[CH:28][CH:27]=[CH:26][C:23]=1[CH:24]=O.C(O[BH-](OC(=O)C)OC(=O)C)(=O)C.[Na+].O, predict the reaction product. The product is: [Br:21][C:22]1[CH:29]=[CH:28][CH:27]=[CH:26][C:23]=1[CH2:24][N:5]([CH2:4][CH2:3][C:2]([CH3:20])([CH3:19])[CH3:1])[CH:6]1[CH2:7][CH2:8][N:9]([C:12]([O:14][C:15]([CH3:18])([CH3:17])[CH3:16])=[O:13])[CH2:10][CH2:11]1. (10) Given the reactants [C:1]1([CH2:7][N:8]2[C:20]3[CH:19]=[CH:18][CH:17]=[C:16]([OH:21])[C:15]=3[C:14]3[C:9]2=[CH:10][CH:11]=[CH:12][C:13]=3[C:22](=[O:24])[NH2:23])[CH:6]=[CH:5][CH:4]=[CH:3][CH:2]=1.Br[CH2:26][C:27]([O:29][CH3:30])=[O:28], predict the reaction product. The product is: [C:1]1([CH2:7][N:8]2[C:20]3[CH:19]=[CH:18][CH:17]=[C:16]([O:21][CH2:26][C:27]([O:29][CH3:30])=[O:28])[C:15]=3[C:14]3[C:9]2=[CH:10][CH:11]=[CH:12][C:13]=3[C:22](=[O:24])[NH2:23])[CH:6]=[CH:5][CH:4]=[CH:3][CH:2]=1.